This data is from Forward reaction prediction with 1.9M reactions from USPTO patents (1976-2016). The task is: Predict the product of the given reaction. (1) Given the reactants [C:1]([C:3]1[CH:4]=[N:5][C:6]2[C:11]([CH:12]=1)=[CH:10][C:9]([O:13][CH:14]([S:24][CH3:25])[C:15]([NH:17][C:18]1([CH:22]=[O:23])[CH2:21][CH2:20][CH2:19]1)=[O:16])=[CH:8][CH:7]=2)#[CH:2].C1(C)C=CC=CC=1.C1C[O:36][CH2:35]C1.[C:38]([O-])(O)=O.[Na+], predict the reaction product. The product is: [CH3:38][O:23][CH:22]([O:36][CH3:35])[C:18]1([NH:17][C:15](=[O:16])[CH:14]([O:13][C:9]2[CH:10]=[C:11]3[C:6](=[CH:7][CH:8]=2)[N:5]=[CH:4][C:3]([C:1]#[CH:2])=[CH:12]3)[S:24][CH3:25])[CH2:21][CH2:20][CH2:19]1. (2) Given the reactants [N+:1]([C:4]1[CH:5]=[CH:6][C:7]2[N:12]=[C:11]([C:13]3[CH:18]=[CH:17][C:16]([C:19]([CH3:22])([CH3:21])[CH3:20])=[CH:15][CH:14]=3)[O:10][C:9](=[O:23])[C:8]=2[CH:24]=1)([O-:3])=[O:2].[NH2:25][C:26]1[CH:34]=[C:33]2[C:29]([CH:30]=[N:31][NH:32]2)=[CH:28][CH:27]=1, predict the reaction product. The product is: [C:19]([C:16]1[CH:17]=[CH:18][C:13]([C:11]([NH:12][C:7]2[CH:6]=[CH:5][C:4]([N+:1]([O-:3])=[O:2])=[CH:24][C:8]=2[C:9]([NH:25][C:26]2[CH:34]=[C:33]3[C:29]([CH:30]=[N:31][NH:32]3)=[CH:28][CH:27]=2)=[O:23])=[O:10])=[CH:14][CH:15]=1)([CH3:20])([CH3:22])[CH3:21].